This data is from Reaction yield outcomes from USPTO patents with 853,638 reactions. The task is: Predict the reaction yield, written as a fraction of the theoretical maximum amount of product (1.0 means a 100% yield; for example, 0.34 means a 34% yield). (1) The reactants are [F:1][C:2]([F:34])([F:33])[C:3]1[CH:4]=[C:5]([CH:26]=[C:27]([C:29]([F:32])([F:31])[F:30])[CH:28]=1)[CH2:6][N:7]([CH2:14][C:15]1[CH:20]=[C:19]([C:21]([F:24])([F:23])[F:22])[CH:18]=[CH:17][C:16]=1Br)[C:8]1[N:9]=[N:10][N:11]([CH3:13])[N:12]=1.C([Mg]Cl)(C)C.[Li+].[Cl-].[CH:42]1([CH:47]=[O:48])[CH2:46][CH2:45][CH2:44][CH2:43]1. The catalyst is C1COCC1. The product is [F:1][C:2]([F:34])([F:33])[C:3]1[CH:4]=[C:5]([CH:26]=[C:27]([C:29]([F:32])([F:31])[F:30])[CH:28]=1)[CH2:6][N:7]([CH2:14][C:15]1[CH:20]=[C:19]([C:21]([F:24])([F:23])[F:22])[CH:18]=[CH:17][C:16]=1[CH:47]([CH:42]1[CH2:46][CH2:45][CH2:44][CH2:43]1)[OH:48])[C:8]1[N:9]=[N:10][N:11]([CH3:13])[N:12]=1. The yield is 0.460. (2) The reactants are [Cl:1][C:2]1[CH:25]=[CH:24][C:5]([CH2:6][C:7]2[N:8]=[C:9]([C:18]3[CH:23]=[CH:22][N:21]=[CH:20][CH:19]=3)[S:10][C:11]=2[C:12](N(OC)C)=[O:13])=[CH:4][CH:3]=1.[H-].C([Al+]CC(C)C)C(C)C.CCCCCC. The catalyst is C1COCC1. The product is [Cl:1][C:2]1[CH:3]=[CH:4][C:5]([CH2:6][C:7]2[N:8]=[C:9]([C:18]3[CH:23]=[CH:22][N:21]=[CH:20][CH:19]=3)[S:10][C:11]=2[CH:12]=[O:13])=[CH:24][CH:25]=1. The yield is 0.730.